Predict the product of the given reaction. From a dataset of Forward reaction prediction with 1.9M reactions from USPTO patents (1976-2016). (1) Given the reactants Cl[C:2]1[CH:7]=[CH:6][N:5]=[C:4]2[CH:8]=[C:9]([C:11]([N:13]3[CH2:17][CH2:16][C@@H:15]([O:18][CH3:19])[CH2:14]3)=[O:12])[S:10][C:3]=12.[CH3:20][NH:21][C:22]([C:24]1[C:32]2[C:27](=[CH:28][C:29]([OH:33])=[CH:30][CH:31]=2)[N:26]([CH3:34])[C:25]=1[CH3:35])=[O:23].C([O-])([O-])=O.[Cs+].[Cs+].O, predict the reaction product. The product is: [CH3:20][NH:21][C:22]([C:24]1[C:32]2[C:27](=[CH:28][C:29]([O:33][C:2]3[CH:7]=[CH:6][N:5]=[C:4]4[CH:8]=[C:9]([C:11]([N:13]5[CH2:17][CH2:16][CH:15]([O:18][CH3:19])[CH2:14]5)=[O:12])[S:10][C:3]=34)=[CH:30][CH:31]=2)[N:26]([CH3:34])[C:25]=1[CH3:35])=[O:23]. (2) Given the reactants Cl[C:2]1[C:11]2[C:6](=[CH:7][CH:8]=[C:9]([CH3:12])[CH:10]=2)[N:5]=[C:4]([N:13]2[CH2:19][C:18]3[CH:20]=[CH:21][CH:22]=[CH:23][C:17]=3[S:16](=[O:25])(=[O:24])[CH2:15][CH2:14]2)[CH:3]=1.[CH2:26]([NH:28][CH2:29][CH2:30][NH2:31])[CH3:27], predict the reaction product. The product is: [O:24]=[S:16]1(=[O:25])[C:17]2[CH:23]=[CH:22][CH:21]=[CH:20][C:18]=2[CH2:19][N:13]([C:4]2[CH:3]=[C:2]([NH:31][CH2:30][CH2:29][NH:28][CH2:26][CH3:27])[C:11]3[C:6](=[CH:7][CH:8]=[C:9]([CH3:12])[CH:10]=3)[N:5]=2)[CH2:14][CH2:15]1.